Dataset: Catalyst prediction with 721,799 reactions and 888 catalyst types from USPTO. Task: Predict which catalyst facilitates the given reaction. (1) The catalyst class is: 3. Reactant: [O:1]1[CH2:6][CH2:5][CH2:4][CH2:3][CH:2]1[O:7][CH2:8][CH2:9][OH:10].[H-].[Na+].Cl[C:14]1[C:19]([C:20]#[N:21])=[CH:18][N:17]=[C:16]([Cl:22])[CH:15]=1. Product: [Cl:22][C:16]1[CH:15]=[C:14]([O:10][CH2:9][CH2:8][O:7][CH:2]2[CH2:3][CH2:4][CH2:5][CH2:6][O:1]2)[C:19]([C:20]#[N:21])=[CH:18][N:17]=1. (2) Reactant: [Cl:1][C:2]1[N:3]=[C:4]([N:12]2[CH2:17][CH2:16][O:15][CH2:14][CH2:13]2)[C:5]2[S:10][C:9]([NH2:11])=[CH:8][C:6]=2[N:7]=1.[CH3:18][C:19]([O:22][C:23](O[C:23]([O:22][C:19]([CH3:21])([CH3:20])[CH3:18])=[O:24])=[O:24])([CH3:21])[CH3:20].[H-].[Na+]. Product: [Cl:1][C:2]1[N:3]=[C:4]([N:12]2[CH2:17][CH2:16][O:15][CH2:14][CH2:13]2)[C:5]2[S:10][C:9]([NH:11][C:23](=[O:24])[O:22][C:19]([CH3:21])([CH3:20])[CH3:18])=[CH:8][C:6]=2[N:7]=1. The catalyst class is: 3.